This data is from TCR-epitope binding with 47,182 pairs between 192 epitopes and 23,139 TCRs. The task is: Binary Classification. Given a T-cell receptor sequence (or CDR3 region) and an epitope sequence, predict whether binding occurs between them. (1) The epitope is KLFIRQEEV. The TCR CDR3 sequence is CASSLRQPDYNEQFF. Result: 0 (the TCR does not bind to the epitope). (2) The epitope is SLFNTVATLY. The TCR CDR3 sequence is CASSLTVEAFF. Result: 0 (the TCR does not bind to the epitope). (3) The epitope is TPGPGVRYPL. The TCR CDR3 sequence is CSVKTGDTQYF. Result: 0 (the TCR does not bind to the epitope). (4) The epitope is KPLEFGATSAAL. The TCR CDR3 sequence is CASSSSGGESTDTQYF. Result: 1 (the TCR binds to the epitope). (5) The epitope is LPPAYTNSF. The TCR CDR3 sequence is CASGPAEIVSGANVLTF. Result: 1 (the TCR binds to the epitope). (6) The epitope is KRWIIMGLNK. The TCR CDR3 sequence is CASRTEDNSPLHF. Result: 0 (the TCR does not bind to the epitope). (7) The epitope is GILGFVFTL. The TCR CDR3 sequence is CASSIRASNEQFF. Result: 1 (the TCR binds to the epitope).